This data is from Catalyst prediction with 721,799 reactions and 888 catalyst types from USPTO. The task is: Predict which catalyst facilitates the given reaction. (1) Reactant: [F:1][C:2]1[CH:10]=[C:9]2[C:5]([C:6]([NH:12][C:13]([C:15]3[C:19]4[N:20]=[C:21](Cl)[N:22]=[CH:23][C:18]=4[S:17][CH:16]=3)=[O:14])=[N:7][N:8]2[CH3:11])=[CH:4][CH:3]=1.[NH2:25][CH:26]1[CH2:31][CH2:30][CH2:29][CH2:28][CH:27]1[NH:32][C:33](=[O:39])[O:34][C:35]([CH3:38])([CH3:37])[CH3:36].C(N(C(C)C)CC)(C)C. Product: [C:35]([O:34][C:33](=[O:39])[NH:32][C@@H:27]1[CH2:28][CH2:29][CH2:30][CH2:31][C@@H:26]1[NH:25][C:21]1[N:22]=[CH:23][C:18]2[S:17][CH:16]=[C:15]([C:13](=[O:14])[NH:12][C:6]3[C:5]4[C:9](=[CH:10][C:2]([F:1])=[CH:3][CH:4]=4)[N:8]([CH3:11])[N:7]=3)[C:19]=2[N:20]=1)([CH3:38])([CH3:36])[CH3:37]. The catalyst class is: 346. (2) The catalyst class is: 58. Product: [Cl:1][C:2]1[C:3]([NH:23][CH2:24][C:25]([OH:27])=[O:26])=[N:4][C:5]([F:22])=[C:6]([Cl:21])[C:7]=1[C:8](=[O:29])[C:9]1[CH:14]=[CH:13][C:12]([OH:15])=[C:11]([CH:16]([CH3:18])[CH3:17])[CH:10]=1. Reactant: [Cl:1][C:2]1[C:3]([NH:23][CH2:24][C:25]([OH:27])=[O:26])=[N:4][C:5]([F:22])=[C:6]([Cl:21])[C:7]=1[CH:8](C#N)[C:9]1[CH:14]=[CH:13][C:12]([OH:15])=[C:11]([CH:16]([CH3:18])[CH3:17])[CH:10]=1.C([O-])([O-])=[O:29].[K+].[K+].Cl.